This data is from Peptide-MHC class I binding affinity with 185,985 pairs from IEDB/IMGT. The task is: Regression. Given a peptide amino acid sequence and an MHC pseudo amino acid sequence, predict their binding affinity value. This is MHC class I binding data. (1) The peptide sequence is FAVELIATL. The MHC is H-2-Kb with pseudo-sequence H-2-Kb. The binding affinity (normalized) is 0.368. (2) The peptide sequence is RGFAAPQFS. The MHC is Mamu-B6601 with pseudo-sequence YSYMYEEKAARTDVDTLYIIYRDYTWAVWAYTWY. The binding affinity (normalized) is 0.541.